From a dataset of NCI-60 drug combinations with 297,098 pairs across 59 cell lines. Regression. Given two drug SMILES strings and cell line genomic features, predict the synergy score measuring deviation from expected non-interaction effect. (1) Drug 1: C1=C(C(=O)NC(=O)N1)F. Drug 2: COCCOC1=C(C=C2C(=C1)C(=NC=N2)NC3=CC=CC(=C3)C#C)OCCOC.Cl. Cell line: SK-MEL-2. Synergy scores: CSS=27.0, Synergy_ZIP=-1.66, Synergy_Bliss=-4.45, Synergy_Loewe=-6.50, Synergy_HSA=-5.71. (2) Drug 1: CC1=C2C(C(=O)C3(C(CC4C(C3C(C(C2(C)C)(CC1OC(=O)C(C(C5=CC=CC=C5)NC(=O)OC(C)(C)C)O)O)OC(=O)C6=CC=CC=C6)(CO4)OC(=O)C)O)C)O. Drug 2: CC1=C(N=C(N=C1N)C(CC(=O)N)NCC(C(=O)N)N)C(=O)NC(C(C2=CN=CN2)OC3C(C(C(C(O3)CO)O)O)OC4C(C(C(C(O4)CO)O)OC(=O)N)O)C(=O)NC(C)C(C(C)C(=O)NC(C(C)O)C(=O)NCCC5=NC(=CS5)C6=NC(=CS6)C(=O)NCCC[S+](C)C)O. Cell line: MDA-MB-231. Synergy scores: CSS=17.2, Synergy_ZIP=-5.59, Synergy_Bliss=-3.74, Synergy_Loewe=-0.864, Synergy_HSA=-0.644. (3) Drug 1: C1CN1P(=S)(N2CC2)N3CC3. Drug 2: CC(C)NC(=O)C1=CC=C(C=C1)CNNC.Cl. Cell line: 786-0. Synergy scores: CSS=14.3, Synergy_ZIP=0.485, Synergy_Bliss=-2.86, Synergy_Loewe=-2.66, Synergy_HSA=-1.25.